From a dataset of Full USPTO retrosynthesis dataset with 1.9M reactions from patents (1976-2016). Predict the reactants needed to synthesize the given product. (1) Given the product [CH3:1][O:2][C:3](=[O:41])[C:4]1[CH:5]=[CH:6][C:7]([O:10][CH2:11][CH2:12][C:13]2[C:21]3[C:16](=[CH:17][CH:18]=[C:19]([Cl:22])[CH:20]=3)[N:15]([CH:23]([C:30]3[CH:31]=[CH:32][CH:33]=[CH:34][CH:35]=3)[C:24]3[CH:29]=[CH:28][CH:27]=[CH:26][CH:25]=3)[C:14]=2[CH2:36][CH2:37][C:38]([OH:40])=[O:39])=[CH:8][CH:9]=1, predict the reactants needed to synthesize it. The reactants are: [CH3:1][O:2][C:3](=[O:41])[C:4]1[CH:9]=[CH:8][C:7]([O:10][CH2:11][CH2:12][C:13]2[C:21]3[C:16](=[CH:17][CH:18]=[C:19]([Cl:22])[CH:20]=3)[N:15]([CH:23]([C:30]3[CH:35]=[CH:34][CH:33]=[CH:32][CH:31]=3)[C:24]3[CH:29]=[CH:28][CH:27]=[CH:26][CH:25]=3)[C:14]=2[CH:36]=[CH:37][C:38]([OH:40])=[O:39])=[CH:6][CH:5]=1. (2) Given the product [C:1]([O:5][C:6](=[O:21])[NH:7][C:8]1[CH:13]=[C:12]([N:14]2[CH2:18][CH2:17][CH2:16][CH2:15]2)[C:11]([F:19])=[CH:10][C:9]=1[NH:20][C:27](=[O:26])[CH2:28][C:29]([C:31]1[CH:36]=[CH:35][CH:34]=[C:33]([C:37]2[O:41][N:40]=[C:39]([CH3:42])[CH:38]=2)[CH:32]=1)=[O:30])([CH3:4])([CH3:2])[CH3:3], predict the reactants needed to synthesize it. The reactants are: [C:1]([O:5][C:6](=[O:21])[NH:7][C:8]1[CH:13]=[C:12]([N:14]2[CH2:18][CH2:17][CH2:16][CH2:15]2)[C:11]([F:19])=[CH:10][C:9]=1[NH2:20])([CH3:4])([CH3:3])[CH3:2].C([O:26][C:27](=O)[CH2:28][C:29]([C:31]1[CH:36]=[CH:35][CH:34]=[C:33]([C:37]2[O:41][N:40]=[C:39]([CH3:42])[CH:38]=2)[CH:32]=1)=[O:30])(C)(C)C. (3) Given the product [F:4][C:5]1[CH:13]=[CH:12][C:11]([F:14])=[C:10]2[C:6]=1[CH2:7][CH2:8][CH:9]2[NH:15][C:16]1[C:21]([C:22]([NH2:24])=[O:23])=[CH:20][N:19]=[C:18]([NH:25][C:26]2[CH:31]=[CH:30][C:29]([N:32]3[C:38](=[O:39])[CH2:37][CH2:36][N:35]([CH3:40])[CH2:34][CH2:33]3)=[CH:28][N:27]=2)[CH:17]=1, predict the reactants needed to synthesize it. The reactants are: Cl.Cl.Cl.[F:4][C:5]1[CH:13]=[CH:12][C:11]([F:14])=[C:10]2[C:6]=1[CH2:7][CH2:8][CH:9]2[NH:15][C:16]1[C:21]([C:22]([NH2:24])=[O:23])=[CH:20][N:19]=[C:18]([NH:25][CH:26]2[CH2:31][CH2:30][CH:29]([N:32]3[C:38](=[O:39])[CH2:37][CH2:36][NH:35][CH2:34][CH2:33]3)[CH2:28][NH:27]2)[CH:17]=1.[C:40](=O)([O-])[O-].[K+].[K+].CI. (4) Given the product [Cl:18][C:15]1[N:14]([CH2:19][C:20]2[CH:25]=[CH:24][CH:23]=[CH:22][C:21]=2[F:26])[C:9]2=[C:10]([C:12]#[N:13])[N:11]=[C:6]([C:4]([NH:28][CH2:29][C:30]([OH:32])=[O:31])=[O:5])[C:7]([OH:27])=[C:8]2[C:16]=1[Cl:17], predict the reactants needed to synthesize it. The reactants are: C(O[C:4]([C:6]1[C:7]([OH:27])=[C:8]2[C:16]([Cl:17])=[C:15]([Cl:18])[N:14]([CH2:19][C:20]3[CH:25]=[CH:24][CH:23]=[CH:22][C:21]=3[F:26])[C:9]2=[C:10]([C:12]#[N:13])[N:11]=1)=[O:5])C.[NH2:28][CH2:29][C:30]([OH:32])=[O:31].C[O-].[Na+].CO. (5) Given the product [F:29][CH:2]([F:1])[C:3]1[CH:7]=[C:6]([CH:8]([F:9])[F:10])[N:5]([CH2:11][C:12]([N:14]2[CH2:19][CH2:18][CH:17]([C:20]3[N:25]=[C:24]([C:26]([O:28][CH:30]4[CH2:35][CH2:34][CH2:33][CH2:32][CH2:31]4)=[O:27])[CH:23]=[CH:22][CH:21]=3)[CH2:16][CH2:15]2)=[O:13])[N:4]=1, predict the reactants needed to synthesize it. The reactants are: [F:1][CH:2]([F:29])[C:3]1[CH:7]=[C:6]([CH:8]([F:10])[F:9])[N:5]([CH2:11][C:12]([N:14]2[CH2:19][CH2:18][CH:17]([C:20]3[N:25]=[C:24]([C:26]([OH:28])=[O:27])[CH:23]=[CH:22][CH:21]=3)[CH2:16][CH2:15]2)=[O:13])[N:4]=1.[CH:30]1(O)[CH2:35][CH2:34][CH2:33][CH2:32][CH2:31]1.C(N=C=NCCCN(C)C)C.O. (6) Given the product [CH2:30]([O:32][CH2:33][CH2:34][NH:35][C:12]([C:10]1[CH:9]=[CH:8][C:7]2[N:3]([CH2:1][CH3:2])[C:4]([NH:15][C:16]3[S:17][C:18]4[CH:24]=[C:23]([O:25][C:26]([F:28])([F:29])[F:27])[CH:22]=[CH:21][C:19]=4[N:20]=3)=[N:5][C:6]=2[CH:11]=1)=[O:14])[CH3:31], predict the reactants needed to synthesize it. The reactants are: [CH2:1]([N:3]1[C:7]2[CH:8]=[CH:9][C:10]([C:12]([OH:14])=O)=[CH:11][C:6]=2[N:5]=[C:4]1[NH:15][C:16]1[S:17][C:18]2[CH:24]=[C:23]([O:25][C:26]([F:29])([F:28])[F:27])[CH:22]=[CH:21][C:19]=2[N:20]=1)[CH3:2].[CH2:30]([O:32][CH2:33][CH2:34][NH2:35])[CH3:31].C1C=CC(P(N=[N+]=[N-])(C2C=CC=CC=2)=O)=CC=1.CCN(C(C)C)C(C)C.